Dataset: Reaction yield outcomes from USPTO patents with 853,638 reactions. Task: Predict the reaction yield, written as a fraction of the theoretical maximum amount of product (1.0 means a 100% yield; for example, 0.34 means a 34% yield). (1) The reactants are [CH3:1][O:2][C:3]1[CH:4]=[C:5]2[C:10](=[C:11]3[CH2:15][C:14]([CH3:17])([CH3:16])[O:13][C:12]=13)[C:9]([C:18]1[CH:19]=[CH:20][C:21](=[O:24])[NH:22][CH:23]=1)=[N:8][C:7]([CH3:26])([CH3:25])[CH2:6]2.[H-].[Na+].[Cl:29][CH2:30][C:31]([NH2:33])=[O:32].[OH-].[Na+].Cl.C(O)C. The yield is 0.590. The product is [ClH:29].[O:24]=[C:21]1[CH:20]=[CH:19][C:18]([C:9]2[C:10]3[C:5](=[CH:4][C:3]([O:2][CH3:1])=[C:12]4[O:13][C:14]([CH3:17])([CH3:16])[CH2:15][C:11]4=3)[CH2:6][C:7]([CH3:26])([CH3:25])[N:8]=2)=[CH:23][N:22]1[CH2:30][C:31]([NH2:33])=[O:32]. The catalyst is CN(C)C=O.C(O)C.O. (2) The reactants are [Cl:1][C:2]1[N:6](COCC[Si](C)(C)C)[CH:5]=[N:4][C:3]=1[C:15]([NH:17][CH2:18][C:19]1[CH:24]=[CH:23][C:22]([CH2:25][CH3:26])=[C:21]([O:27][C:28]2[CH:33]=[C:32]([C:34]#[N:35])[CH:31]=[C:30]([Cl:36])[CH:29]=2)[C:20]=1[F:37])=[O:16].C(O)(C(F)(F)F)=O. No catalyst specified. The product is [Cl:1][C:2]1[N:6]=[CH:5][NH:4][C:3]=1[C:15]([NH:17][CH2:18][C:19]1[CH:24]=[CH:23][C:22]([CH2:25][CH3:26])=[C:21]([O:27][C:28]2[CH:33]=[C:32]([C:34]#[N:35])[CH:31]=[C:30]([Cl:36])[CH:29]=2)[C:20]=1[F:37])=[O:16]. The yield is 0.610. (3) The reactants are Br[CH:2]([CH3:4])[CH3:3].[CH3:5][O:6][C:7]([C:9]1[C:18]([OH:19])=[C:17]2[C:12]([CH:13]=[CH:14][CH:15]=[N:16]2)=[CH:11][N:10]=1)=[O:8].C([O-])([O-])=O.[K+].[K+].[NH4+].[Cl-]. The catalyst is CS(C)=O. The product is [CH3:5][O:6][C:7]([C:9]1[C:18]([O:19][CH:2]([CH3:4])[CH3:3])=[C:17]2[C:12]([CH:13]=[CH:14][CH:15]=[N:16]2)=[CH:11][N:10]=1)=[O:8]. The yield is 0.880. (4) The reactants are [CH2:1]([O:3][C:4]1[CH:9]=[C:8]([C:10]([NH:12][CH2:13][CH3:14])=[O:11])[CH:7]=[CH:6][C:5]=1[N:15]1[CH:19]=[C:18]([C:20]([OH:22])=O)[N:17]=[N:16]1)[CH3:2].[CH:23]1([NH2:26])[CH2:25][CH2:24]1.C1C=CC2N(O)N=NC=2C=1.CCN=C=NCCCN(C)C.C(=O)([O-])O.[Na+]. The catalyst is CN(C=O)C.C(OCC)(=O)C.C(N(CC)CC)C. The product is [CH:23]1([NH:26][C:20]([C:18]2[N:17]=[N:16][N:15]([C:5]3[CH:6]=[CH:7][C:8]([C:10]([NH:12][CH2:13][CH3:14])=[O:11])=[CH:9][C:4]=3[O:3][CH2:1][CH3:2])[CH:19]=2)=[O:22])[CH2:25][CH2:24]1. The yield is 0.760.